Dataset: Catalyst prediction with 721,799 reactions and 888 catalyst types from USPTO. Task: Predict which catalyst facilitates the given reaction. (1) Reactant: Cl[C:2]1[N:19]=[C:5]2[CH:6]=[CH:7][C:8]([S:10]([C:13]3[CH:18]=[CH:17][CH:16]=[CH:15][CH:14]=3)(=[O:12])=[O:11])=[CH:9][N:4]2[N:3]=1.[CH2:20]1[C:28]2[C:23](=[CH:24][CH:25]=[CH:26][CH:27]=2)[CH2:22][CH:21]1[NH2:29]. Product: [CH2:20]1[C:28]2[C:23](=[CH:24][CH:25]=[CH:26][CH:27]=2)[CH2:22][CH:21]1[NH:29][C:2]1[N:19]=[C:5]2[CH:6]=[CH:7][C:8]([S:10]([C:13]3[CH:18]=[CH:17][CH:16]=[CH:15][CH:14]=3)(=[O:12])=[O:11])=[CH:9][N:4]2[N:3]=1. The catalyst class is: 5. (2) Reactant: [F:1][C:2]1[CH:7]=[CH:6][CH:5]=[CH:4][C:3]=1[CH2:8][C:9]([OH:11])=O.CN(C=O)C.C(Cl)(=O)C([Cl:20])=O. Product: [F:1][C:2]1[CH:7]=[CH:6][CH:5]=[CH:4][C:3]=1[CH2:8][C:9]([Cl:20])=[O:11]. The catalyst class is: 1. (3) Reactant: Br[C:2]1([CH3:19])[O:6][C:5]([CH3:17])([C:7]23[CH2:16][CH:11]4[CH2:12][CH:13]([CH2:15][CH:9]([CH2:10]4)[CH2:8]2)[CH2:14]3)[O:4][C:3]1=[O:18].C1CCN2C(=NCCC2)CC1. Product: [CH2:19]=[C:2]1[O:6][C:5]([C:7]23[CH2:14][CH:13]4[CH2:15][CH:9]([CH2:10][CH:11]([CH2:12]4)[CH2:16]2)[CH2:8]3)([CH3:17])[O:4][C:3]1=[O:18]. The catalyst class is: 740. (4) The catalyst class is: 53. Reactant: [C:1]([C:3]1[CH:8]=[CH:7][C:6]([CH3:9])=[CH:5][C:4]=1[F:10])#[N:2].[Br:11]N1C(=O)CCC1=O.C(OOC(=O)C1C=CC=CC=1)(=O)C1C=CC=CC=1. Product: [C:1]([C:3]1[CH:8]=[CH:7][C:6]([CH2:9][Br:11])=[CH:5][C:4]=1[F:10])#[N:2]. (5) Reactant: [Cl:1][C:2]1[C:7]([Cl:8])=[CH:6][CH:5]=[CH:4][C:3]=1[S:9]([NH:12][CH2:13][CH2:14][N:15]1[CH2:19][CH2:18][NH:17][C:16]1=[O:20])(=[O:11])=[O:10].[C:21](=O)([O-])[O-].[K+].[K+].S(OC)(OC)(=O)=O. Product: [Cl:1][C:2]1[C:7]([Cl:8])=[CH:6][CH:5]=[CH:4][C:3]=1[S:9]([N:12]([CH3:21])[CH2:13][CH2:14][N:15]1[CH2:19][CH2:18][NH:17][C:16]1=[O:20])(=[O:11])=[O:10]. The catalyst class is: 35. (6) Reactant: [CH3:1][O:2][C:3]1[CH:4]=[C:5]([Mg]Br)[CH:6]=[CH:7][CH:8]=1.BrC1C=C(OC)C=CC=1.[Mg].Br[C:22]1[CH:27]=[CH:26][CH:25]=[CH:24][N:23]=1.Cl. Product: [CH3:1][O:2][C:3]1[CH:4]=[C:5]([C:22]2[CH:27]=[CH:26][CH:25]=[CH:24][N:23]=2)[CH:6]=[CH:7][CH:8]=1. The catalyst class is: 7. (7) Reactant: Cl[C:2]1[N:7]=[C:6]([NH:8][C:9]2[CH:18]=[CH:17][CH:16]=[CH:15][C:10]=2[C:11]([NH:13][CH3:14])=[O:12])[C:5]([Cl:19])=[CH:4][N:3]=1.[F:20][C:21]([F:37])([F:36])[CH2:22][NH:23][CH:24]1[CH2:30][CH2:29][C:28]2[CH:31]=[C:32]([NH2:35])[CH:33]=[CH:34][C:27]=2[CH2:26][CH2:25]1.CC1(C)[C@]2(CS(O)(=O)=O)C(C[C@H]1CC2)=O.C(=O)(O)[O-].[Na+]. Product: [Cl:19][C:5]1[C:6]([NH:8][C:9]2[CH:18]=[CH:17][CH:16]=[CH:15][C:10]=2[C:11]([NH:13][CH3:14])=[O:12])=[N:7][C:2]([NH:35][C:32]2[CH:33]=[CH:34][C:27]3[CH2:26][CH2:25][CH:24]([NH:23][CH2:22][C:21]([F:20])([F:36])[F:37])[CH2:30][CH2:29][C:28]=3[CH:31]=2)=[N:3][CH:4]=1. The catalyst class is: 378. (8) Reactant: O.[NH2:2]N.C[N:5](/[CH:7]=[N:8]/[C:9](=O)[C:10]1[CH:15]=[CH:14][C:13]([CH3:16])=[C:12]([I:17])[CH:11]=1)C. Product: [I:17][C:12]1[CH:11]=[C:10]([C:9]2[NH:8][CH:7]=[N:5][N:2]=2)[CH:15]=[CH:14][C:13]=1[CH3:16]. The catalyst class is: 15. (9) Reactant: [CH3:1][O:2][C:3](=[O:16])[CH2:4][NH:5][C:6]([C:8]1[C:9](Cl)=[N:10][CH:11]=[C:12]([F:14])[CH:13]=1)=[O:7].CCN(CC)CC. Product: [CH3:1][O:2][C:3](=[O:16])[CH2:4][NH:5][C:6]([C:8]1[CH:9]=[N:10][CH:11]=[C:12]([F:14])[CH:13]=1)=[O:7]. The catalyst class is: 105. (10) Reactant: C([O:3][C:4]([C:6]1([S:26]([C:29]2[CH:34]=[CH:33][C:32]([O:35][CH2:36][CH2:37][CH2:38][CH3:39])=[CH:31][CH:30]=2)(=[O:28])=[O:27])[CH2:11][CH2:10][N:9]([CH2:12][C:13]2[CH:18]=[CH:17][CH:16]=[C:15]([O:19][C:20]3[CH:25]=[CH:24][CH:23]=[CH:22][CH:21]=3)[CH:14]=2)[CH2:8][CH2:7]1)=[O:5])C. Product: [CH2:36]([O:35][C:32]1[CH:33]=[CH:34][C:29]([S:26]([C:6]2([C:4]([OH:5])=[O:3])[CH2:7][CH2:8][N:9]([CH2:12][C:13]3[CH:18]=[CH:17][CH:16]=[C:15]([O:19][C:20]4[CH:25]=[CH:24][CH:23]=[CH:22][CH:21]=4)[CH:14]=3)[CH2:10][CH2:11]2)(=[O:28])=[O:27])=[CH:30][CH:31]=1)[CH2:37][CH2:38][CH3:39]. The catalyst class is: 702.